This data is from Catalyst prediction with 721,799 reactions and 888 catalyst types from USPTO. The task is: Predict which catalyst facilitates the given reaction. (1) Reactant: CC(OC(/N=N/C(OC(C)C)=O)=O)C.[NH2:15][C:16]1[N:20]([C:21]2[CH:22]=[C:23]([OH:27])[CH:24]=[CH:25][CH:26]=2)[N:19]=[C:18]([C:28]([CH3:31])([CH3:30])[CH3:29])[CH:17]=1.O[CH2:33][CH2:34][N:35]1[CH2:40][CH2:39][O:38][CH2:37][CH2:36]1.C1(P(C2C=CC=CC=2)C2C=CC=CC=2)C=CC=CC=1. Product: [C:28]([C:18]1[CH:17]=[C:16]([NH2:15])[N:20]([C:21]2[CH:26]=[CH:25][CH:24]=[C:23]([O:27][CH2:33][CH2:34][N:35]3[CH2:40][CH2:39][O:38][CH2:37][CH2:36]3)[CH:22]=2)[N:19]=1)([CH3:31])([CH3:30])[CH3:29]. The catalyst class is: 1. (2) Reactant: [F:1][C:2]([F:17])([F:16])[C:3]1[CH:8]=[CH:7][C:6]([C:9]2[S:13][C:12]([CH:14]=[O:15])=[CH:11][CH:10]=2)=[CH:5][CH:4]=1.[BH4-].[Na+]. Product: [F:16][C:2]([F:1])([F:17])[C:3]1[CH:4]=[CH:5][C:6]([C:9]2[S:13][C:12]([CH2:14][OH:15])=[CH:11][CH:10]=2)=[CH:7][CH:8]=1. The catalyst class is: 92. (3) Reactant: [C:1]([C:3]([C:6]1[CH:7]=[C:8]([CH:12]=[CH:13][CH:14]=1)[C:9](O)=[O:10])([CH3:5])[CH3:4])#[N:2].CN(C)C=O.C(Cl)(=O)C([Cl:23])=O. Product: [C:1]([C:3]([C:6]1[CH:7]=[C:8]([CH:12]=[CH:13][CH:14]=1)[C:9]([Cl:23])=[O:10])([CH3:5])[CH3:4])#[N:2]. The catalyst class is: 7. (4) Reactant: C(N(C(C)C)CC)(C)C.[Cl:10][C:11]1[CH:20]=[C:19]2[C:14]([CH:15]=[CH:16][C:17](/[CH:21]=[CH:22]/[C:23]3[CH:24]=[C:25]([C@@H:29]([OH:42])[CH2:30][CH2:31][C:32]4[CH:41]=[CH:40][CH:39]=[CH:38][C:33]=4[C:34]([O:36][CH3:37])=[O:35])[CH:26]=[CH:27][CH:28]=3)=[N:18]2)=[CH:13][CH:12]=1.[S:43](Cl)([CH3:46])(=[O:45])=[O:44]. Product: [Cl:10][C:11]1[CH:20]=[C:19]2[C:14]([CH:15]=[CH:16][C:17](/[CH:21]=[CH:22]/[C:23]3[CH:24]=[C:25]([C@@H:29]([O:42][S:43]([CH3:46])(=[O:45])=[O:44])[CH2:30][CH2:31][C:32]4[CH:41]=[CH:40][CH:39]=[CH:38][C:33]=4[C:34]([O:36][CH3:37])=[O:35])[CH:26]=[CH:27][CH:28]=3)=[N:18]2)=[CH:13][CH:12]=1. The catalyst class is: 4. (5) Reactant: [C:1]([C:3]1[CH:4]=[C:5]([CH:9]([C:16]2[CH:28]=[CH:27][C:19]([C:20]([N:22]([CH2:25][CH3:26])[CH2:23][CH3:24])=[O:21])=[CH:18][CH:17]=2)[N:10]2[CH2:15][CH2:14][NH:13][CH2:12][CH2:11]2)[CH:6]=[CH:7][CH:8]=1)#[N:2].[O:29]1[CH:33]=[CH:32][CH:31]=[C:30]1[CH:34]=O.C(O[BH-](OC(=O)C)OC(=O)C)(=O)C.[Na+]. Product: [CH2:25]([N:22]([CH2:23][CH3:24])[C:20]([C:19]1[CH:27]=[CH:28][C:16]([CH:9]([N:10]2[CH2:11][CH2:12][N:13]([CH2:34][C:30]3[O:29][CH:33]=[CH:32][CH:31]=3)[CH2:14][CH2:15]2)[C:5]2[CH:4]=[C:3]([CH:8]=[CH:7][CH:6]=2)[C:1]#[N:2])=[CH:17][CH:18]=1)=[O:21])[CH3:26]. The catalyst class is: 417. (6) Reactant: C([N:8]1[CH2:13][CH2:12][CH2:11][C@@H:10]([C:14]([OH:16])=O)[CH2:9]1)(OC(C)(C)C)=O.C(OC(=O)[N:23]([C:31]1[CH:36]=[CH:35][C:34]([F:37])=[C:33]([C:38]2[C:43]([Cl:44])=[CH:42][N:41]=[C:40]([NH2:45])[CH:39]=2)[CH:32]=1)[CH2:24][CH:25]1[CH2:30][CH2:29][O:28][CH2:27][CH2:26]1)(C)(C)C.N1C=CC=CC=1. Product: [Cl:44][C:43]1[C:38]([C:33]2[CH:32]=[C:31]([NH:23][CH2:24][CH:25]3[CH2:30][CH2:29][O:28][CH2:27][CH2:26]3)[CH:36]=[CH:35][C:34]=2[F:37])=[CH:39][C:40]([NH:45][C:14]([C@@H:10]2[CH2:11][CH2:12][CH2:13][NH:8][CH2:9]2)=[O:16])=[N:41][CH:42]=1. The catalyst class is: 91. (7) Reactant: Cl[C:2]1[CH:7]=[C:6]([CH3:8])[NH:5][C:4](=[O:9])[C:3]=1[C:10]#[N:11].[CH2:12]([NH2:14])[CH3:13].Cl. Product: [CH2:12]([NH:14][C:2]1[CH:7]=[C:6]([CH3:8])[NH:5][C:4](=[O:9])[C:3]=1[C:10]#[N:11])[CH3:13]. The catalyst class is: 5.